This data is from HIV replication inhibition screening data with 41,000+ compounds from the AIDS Antiviral Screen. The task is: Binary Classification. Given a drug SMILES string, predict its activity (active/inactive) in a high-throughput screening assay against a specified biological target. (1) The drug is COC1(C)CCC(OS(C)(=O)=O)CO1. The result is 0 (inactive). (2) The drug is N#CSCC1COc2ccccc2O1. The result is 0 (inactive). (3) The compound is COC1(OC)C2(Cl)CC(OC(C)=O)C1(Cl)C(Cl)=C2Cl. The result is 0 (inactive). (4) The molecule is O=C1c2ccccc2C(=O)N1N1C(=O)C2C3CCC(O3)C2C1=O. The result is 0 (inactive).